From a dataset of Catalyst prediction with 721,799 reactions and 888 catalyst types from USPTO. Predict which catalyst facilitates the given reaction. (1) Reactant: Br[CH2:2][C:3]1[C:12]2[C:7](=[CH:8][CH:9]=[CH:10][CH:11]=2)[C:6]([C:13]([NH:15][C:16]2[C:17]([C:22]([NH:24][CH2:25][CH:26]3[CH2:31][CH2:30][CH2:29][CH2:28][N:27]3[C:32]([O:34][C:35]([CH3:38])([CH3:37])[CH3:36])=[O:33])=[O:23])=[N:18][CH:19]=[CH:20][CH:21]=2)=[O:14])=[CH:5][CH:4]=1.[CH3:39][CH2:40][O-:41].[Na+]. Product: [CH2:40]([O:41][CH2:2][C:3]1[C:12]2[C:7](=[CH:8][CH:9]=[CH:10][CH:11]=2)[C:6]([C:13]([NH:15][C:16]2[C:17]([C:22]([NH:24][CH2:25][CH:26]3[CH2:31][CH2:30][CH2:29][CH2:28][N:27]3[C:32]([O:34][C:35]([CH3:38])([CH3:37])[CH3:36])=[O:33])=[O:23])=[N:18][CH:19]=[CH:20][CH:21]=2)=[O:14])=[CH:5][CH:4]=1)[CH3:39]. The catalyst class is: 14. (2) Reactant: P([O-])([O-])(O)=O.[Na+].[Na+].N[C@@H:9]([C:11]([OH:13])=[O:12])[CH3:10].O=C[C@@H]([C@H]([C@@H:20]([C@@H:22]([CH2:24]O)O)O)O)O.C1N=C(N)C2N=C[N:32]([C@@H:35]3[O:39][C@H](COP(OP(OC[C@H]4O[C@@H](N5C=C(C(N)=O)CC=C5)[C@H](O)[C@@H]4O)(O)=O)(O)=O)[C@@H](O)[C@H]3O)C=2N=1.[C:70]([O-])(=O)C(C)O. Product: [CH3:24][C@H:22]1[NH:32][C:35](=[O:39])[CH:9]([C:11]([O:13][CH3:70])=[O:12])[CH2:10][CH2:20]1. The catalyst class is: 6.